Task: Predict the reaction yield, written as a fraction of the theoretical maximum amount of product (1.0 means a 100% yield; for example, 0.34 means a 34% yield).. Dataset: Reaction yield outcomes from USPTO patents with 853,638 reactions (1) The reactants are [CH:1]([C:4]1[S:5][CH:6]=[C:7]([C:9](OCC)=[O:10])[N:8]=1)([CH3:3])[CH3:2].[H-].C([Al+]CC(C)C)C(C)C.C(O)(=O)C.C(C(C(C([O-])=O)O)O)([O-])=O.[K+].[Na+]. The catalyst is ClCCl. The product is [CH:1]([C:4]1[S:5][CH:6]=[C:7]([CH2:9][OH:10])[N:8]=1)([CH3:3])[CH3:2]. The yield is 0.270. (2) The reactants are [CH2:1]([O:8][C:9]1[CH:30]=[CH:29][C:12]([CH2:13][N:14]2[CH:22]=[N:21][C:20]3[C:15]2=[N:16][C:17]([O:24][CH2:25][CH2:26][CH2:27][CH3:28])=[N:18][C:19]=3[NH2:23])=[CH:11][CH:10]=1)[C:2]1[CH:7]=[CH:6][CH:5]=[CH:4][CH:3]=1.C([O-])(=O)C.[Na+].[Br:36]Br.O.C(=O)(O)[O-].[Na+].S(=O)(O)[O-].[Na+]. The product is [CH2:1]([O:8][C:9]1[CH:10]=[CH:11][C:12]([CH2:13][N:14]2[C:22]([Br:36])=[N:21][C:20]3[C:15]2=[N:16][C:17]([O:24][CH2:25][CH2:26][CH2:27][CH3:28])=[N:18][C:19]=3[NH2:23])=[CH:29][CH:30]=1)[C:2]1[CH:3]=[CH:4][CH:5]=[CH:6][CH:7]=1. The catalyst is C(Cl)(Cl)Cl. The yield is 1.00. (3) The reactants are [H-].[Na+].[NH2:3][C:4]1[N:5]([CH2:18][CH3:19])[C:6]2[C:11]([C:12]=1[C:13]#[N:14])=[CH:10][CH:9]=[C:8]([N+:15]([O-:17])=[O:16])[CH:7]=2.[C:20](Cl)(=[O:22])[CH3:21]. The catalyst is O1CCOCC1. The product is [C:13]([C:12]1[C:11]2[C:6](=[CH:7][C:8]([N+:15]([O-:17])=[O:16])=[CH:9][CH:10]=2)[N:5]([CH2:18][CH3:19])[C:4]=1[NH:3][C:20](=[O:22])[CH3:21])#[N:14]. The yield is 0.710. (4) The reactants are [C:1]1([CH:7]([C:17]2[CH:22]=[CH:21][CH:20]=[CH:19][CH:18]=2)[CH2:8][C:9]([N:11]2[CH2:16][CH2:15][NH:14][CH2:13][CH2:12]2)=[O:10])[CH:6]=[CH:5][CH:4]=[CH:3][CH:2]=1.Br[CH2:24][C:25]([O:27][CH2:28][CH3:29])=[O:26].C([O-])([O-])=O.[K+].[K+].O. The catalyst is CN(C=O)C. The product is [CH2:28]([O:27][C:25](=[O:26])[CH2:24][N:14]1[CH2:13][CH2:12][N:11]([C:9](=[O:10])[CH2:8][CH:7]([C:1]2[CH:2]=[CH:3][CH:4]=[CH:5][CH:6]=2)[C:17]2[CH:22]=[CH:21][CH:20]=[CH:19][CH:18]=2)[CH2:16][CH2:15]1)[CH3:29]. The yield is 0.600. (5) The reactants are [CH3:1][O:2][C:3]1[CH:4]=[C:5]2[C:10](=[CH:11][C:12]=1[O:13][CH3:14])[CH2:9][NH:8][CH2:7][CH2:6]2.C1C2C(=CC=CC=2)CCN1[C:25]([Cl:27])=[O:26]. No catalyst specified. The product is [CH3:1][O:2][C:3]1[CH:4]=[C:5]2[C:10](=[CH:11][C:12]=1[O:13][CH3:14])[CH2:9][N:8]([C:25]([Cl:27])=[O:26])[CH2:7][CH2:6]2. The yield is 0.940. (6) The reactants are [F:1][C:2]1[CH:24]=[C:23]([NH:25][C:26]([NH:28][C:29](=[O:37])[CH2:30][C:31]2[CH:36]=[CH:35][CH:34]=[CH:33][CH:32]=2)=[S:27])[CH:22]=[CH:21][C:3]=1[O:4][C:5]1[CH:10]=[CH:9][N:8]=[C:7]([NH:11][C:12]([N:14]2[CH2:19][CH2:18][C:17](=O)[CH2:16][CH2:15]2)=[O:13])[CH:6]=1.Cl.[NH:39]1[CH2:42][CH2:41][CH2:40]1.C(O[BH-](OC(=O)C)OC(=O)C)(=O)C.[Na+]. The catalyst is ClCCl. The product is [N:39]1([CH:17]2[CH2:18][CH2:19][N:14]([C:12]([NH:11][C:7]3[CH:6]=[C:5]([O:4][C:3]4[CH:21]=[CH:22][C:23]([NH:25][C:26]([NH:28][C:29](=[O:37])[CH2:30][C:31]5[CH:36]=[CH:35][CH:34]=[CH:33][CH:32]=5)=[S:27])=[CH:24][C:2]=4[F:1])[CH:10]=[CH:9][N:8]=3)=[O:13])[CH2:15][CH2:16]2)[CH2:42][CH2:41][CH2:40]1. The yield is 0.780.